This data is from Forward reaction prediction with 1.9M reactions from USPTO patents (1976-2016). The task is: Predict the product of the given reaction. (1) Given the reactants [C:1]([NH:4][C:5]([OH:7])=[O:6])([OH:3])=[O:2].[C:8]([O:12][C:13]([NH:15][C:16]1[C:17]([C:29]2[CH:37]=[CH:36][C:32]([C:33]([O-:35])=[O:34])=[C:31]([F:38])[CH:30]=2)=[N:18][C:19]([CH:22]2[CH2:27][CH2:26][C:25](=[O:28])[CH2:24][CH2:23]2)=[CH:20][N:21]=1)=[O:14])([CH3:11])([CH3:10])[CH3:9].[Li+].C[Si]([N-][Si](C)(C)C)(C)C.[CH2:49]([Si:51]([CH2:55][CH3:56])([CH2:53][CH3:54])Cl)[CH3:50].C(=O)(O)[O-].[Na+], predict the reaction product. The product is: [C:1]([NH:4][C:5]([OH:7])=[O:6])([OH:3])=[O:2].[C:8]([O:12][C:13]([NH:15][C:16]1[C:17]([C:29]2[CH:37]=[CH:36][C:32]([C:33]([O-:35])=[O:34])=[C:31]([F:38])[CH:30]=2)=[N:18][C:19]([CH:22]2[CH2:23][CH2:24][C:25]([O:28][Si:51]([CH2:55][CH3:56])([CH2:53][CH3:54])[CH2:49][CH3:50])=[CH:26][CH2:27]2)=[CH:20][N:21]=1)=[O:14])([CH3:11])([CH3:9])[CH3:10]. (2) Given the reactants [CH3:1][O:2][C:3]1[CH:8]=[CH:7][C:6]([C:9]2[CH:13]=[C:12]([C:14]3[CH:19]=[CH:18][CH:17]=[CH:16][CH:15]=3)[NH:11][C:10]=2[C:20]([NH:22][CH2:23][C:24]2[CH:33]=[CH:32][C:27]([C:28]([O:30]C)=[O:29])=[CH:26][CH:25]=2)=[O:21])=[CH:5][CH:4]=1.[OH-].[Na+], predict the reaction product. The product is: [CH3:1][O:2][C:3]1[CH:8]=[CH:7][C:6]([C:9]2[CH:13]=[C:12]([C:14]3[CH:15]=[CH:16][CH:17]=[CH:18][CH:19]=3)[NH:11][C:10]=2[C:20]([NH:22][CH2:23][C:24]2[CH:25]=[CH:26][C:27]([C:28]([OH:30])=[O:29])=[CH:32][CH:33]=2)=[O:21])=[CH:5][CH:4]=1. (3) Given the reactants CO[C:3](=[O:23])[C:4]1[CH:9]=[CH:8][C:7]([O:10][CH2:11][C:12]2[C:13]([CH:18]([CH3:22])[CH2:19][CH2:20][CH3:21])=[N:14][O:15][C:16]=2[CH3:17])=[N:6][CH:5]=1.COC(=O)C1C=CC(OC[C:35]2[C:36]([CH2:41]CCC)=[N:37]OC=2C)=NC=1.C(N)(C)C, predict the reaction product. The product is: [CH:36]([NH:37][C:3](=[O:23])[C:4]1[CH:9]=[CH:8][C:7]([O:10][CH2:11][C:12]2[C:13]([CH:18]([CH3:22])[CH2:19][CH2:20][CH3:21])=[N:14][O:15][C:16]=2[CH3:17])=[N:6][CH:5]=1)([CH3:41])[CH3:35]. (4) Given the reactants [F-].[K+].Br[C:4]1[C:5]2[C:14]([C:15]3[CH:20]=[CH:19][CH:18]=[CH:17][CH:16]=3)=[CH:13][O:12][C:6]=2[N:7]=[C:8]([S:10][CH3:11])[N:9]=1.C[Si](C)(C)[C:23]([F:26])([F:25])[F:24].N, predict the reaction product. The product is: [CH3:11][S:10][C:8]1[N:9]=[C:4]([C:23]([F:26])([F:25])[F:24])[C:5]2[C:14]([C:15]3[CH:20]=[CH:19][CH:18]=[CH:17][CH:16]=3)=[CH:13][O:12][C:6]=2[N:7]=1. (5) Given the reactants [N:1]12[CH2:8][CH2:7][CH:4]([CH2:5][CH2:6]1)[C@@H:3]([O:9][C:10]([C:12]1([C:19]3[CH:24]=[CH:23][CH:22]=[CH:21][CH:20]=3)[CH2:18][CH2:17][CH2:16][CH2:15][CH2:14][CH2:13]1)=[O:11])[CH2:2]2.[O:25]1[C:29]2[CH:30]=[CH:31][CH:32]=[CH:33][C:28]=2[C:27]([NH:34][C:35](=[O:38])[CH2:36][Cl:37])=[N:26]1, predict the reaction product. The product is: [Cl-:37].[O:25]1[C:29]2[CH:30]=[CH:31][CH:32]=[CH:33][C:28]=2[C:27]([NH:34][C:35]([CH2:36][N+:1]23[CH2:8][CH2:7][CH:4]([CH2:5][CH2:6]2)[C@@H:3]([O:9][C:10]([C:12]2([C:19]4[CH:20]=[CH:21][CH:22]=[CH:23][CH:24]=4)[CH2:18][CH2:17][CH2:16][CH2:15][CH2:14][CH2:13]2)=[O:11])[CH2:2]3)=[O:38])=[N:26]1. (6) The product is: [C:32]([N:35]1[CH2:40][CH2:39][N:38]([CH2:1][C:3]2[CH:4]=[CH:5][C:6]([C:9]3[CH:14]=[CH:13][C:12]([CH2:15][CH2:16][C:17]([O:19][CH2:20][CH3:21])=[O:18])=[CH:11][C:10]=3[O:22][CH2:23][CH2:24][CH2:25][O:26][CH3:27])=[CH:7][CH:8]=2)[CH2:37][CH2:36]1)(=[O:34])[CH3:33]. Given the reactants [CH:1]([C:3]1[CH:8]=[CH:7][C:6]([C:9]2[CH:14]=[CH:13][C:12]([CH2:15][CH2:16][C:17]([O:19][CH2:20][CH3:21])=[O:18])=[CH:11][C:10]=2[O:22][CH2:23][CH2:24][CH2:25][O:26][CH3:27])=[CH:5][CH:4]=1)=O.C(O)(=O)C.[C:32]([N:35]1[CH2:40][CH2:39][NH:38][CH2:37][CH2:36]1)(=[O:34])[CH3:33].C(O[BH-](OC(=O)C)OC(=O)C)(=O)C.[Na+].C(=O)(O)[O-].[Na+], predict the reaction product. (7) Given the reactants C([Sn](CCCC)(CCCC)[C:6]1[N:7]=[CH:8][N:9]([C:11]([C:24]2[CH:29]=[CH:28][CH:27]=[CH:26][CH:25]=2)([C:18]2[CH:23]=[CH:22][CH:21]=[CH:20][CH:19]=2)[C:12]2[CH:17]=[CH:16][CH:15]=[CH:14][CH:13]=2)[CH:10]=1)CCC.Cl[C:39]1[CH:44]=[CH:43][C:42]([F:45])=[CH:41][N:40]=1, predict the reaction product. The product is: [F:45][C:42]1[CH:43]=[CH:44][C:39]([C:6]2[N:7]=[CH:8][N:9]([C:11]([C:24]3[CH:29]=[CH:28][CH:27]=[CH:26][CH:25]=3)([C:12]3[CH:17]=[CH:16][CH:15]=[CH:14][CH:13]=3)[C:18]3[CH:19]=[CH:20][CH:21]=[CH:22][CH:23]=3)[CH:10]=2)=[N:40][CH:41]=1.